From a dataset of Full USPTO retrosynthesis dataset with 1.9M reactions from patents (1976-2016). Predict the reactants needed to synthesize the given product. (1) Given the product [ClH:1].[CH2:30]([N:29]([CH2:28][C:25]1[CH:26]=[CH:27][N:22]=[CH:23][CH:24]=1)[C:19](=[O:20])[CH2:18][C:17]1[N:11]2[CH:12]=[CH:13][C:14]([CH3:16])=[CH:15][C:10]2=[N:9][C:8]=1[C:5]1[CH:6]=[CH:7][C:2]([Cl:1])=[CH:3][CH:4]=1)[CH3:31], predict the reactants needed to synthesize it. The reactants are: [Cl:1][C:2]1[CH:7]=[CH:6][C:5]([C:8]2[N:9]=[C:10]3[CH:15]=[C:14]([CH3:16])[CH:13]=[CH:12][N:11]3[C:17]=2[CH2:18][C:19](O)=[O:20])=[CH:4][CH:3]=1.[N:22]1[CH:27]=[CH:26][C:25]([CH2:28][NH:29][CH2:30][CH3:31])=[CH:24][CH:23]=1. (2) Given the product [Cl:1][C:2]1[C:3]([C:18]([F:20])([F:19])[F:21])=[N:4][C:5]2[C:10]([N:11]=1)=[CH:9][C:8]([C:12]1[O:13][C:16]([CH3:17])=[CH:15][N:14]=1)=[CH:7][CH:6]=2, predict the reactants needed to synthesize it. The reactants are: [Cl:1][C:2]1[C:3]([C:18]([F:21])([F:20])[F:19])=[N:4][C:5]2[C:10]([N:11]=1)=[CH:9][C:8]([C:12]([NH:14][CH2:15][C:16]#[CH:17])=[O:13])=[CH:7][CH:6]=2.OS(C(F)(F)F)(=O)=O. (3) Given the product [Br:1][C:2]1[C:3]([O:22][CH3:23])=[CH:4][C:5]([O:20][CH3:21])=[C:6]([CH:19]=1)[C:7]([C:9](=[CH:15][NH:24][C@H:25]([CH2:29][OH:30])[CH:26]([CH3:28])[CH3:27])[C:10]([O:12][CH2:13][CH3:14])=[O:11])=[O:8], predict the reactants needed to synthesize it. The reactants are: [Br:1][C:2]1[C:3]([O:22][CH3:23])=[CH:4][C:5]([O:20][CH3:21])=[C:6]([CH:19]=1)[C:7]([C:9](=[CH:15]N(C)C)[C:10]([O:12][CH2:13][CH3:14])=[O:11])=[O:8].[NH2:24][C@H:25]([CH2:29][OH:30])[CH:26]([CH3:28])[CH3:27].Cl.